Dataset: TCR-epitope binding with 47,182 pairs between 192 epitopes and 23,139 TCRs. Task: Binary Classification. Given a T-cell receptor sequence (or CDR3 region) and an epitope sequence, predict whether binding occurs between them. (1) The epitope is SEVGPEHSLAEY. The TCR CDR3 sequence is CASSQDSGTVYGYTF. Result: 1 (the TCR binds to the epitope). (2) The epitope is KLPDDFTGCV. The TCR CDR3 sequence is CASSPLERGGLDEQFF. Result: 1 (the TCR binds to the epitope). (3) The epitope is TEILPVSMTK. The TCR CDR3 sequence is CASSLAVAAGGSDGEQYF. Result: 1 (the TCR binds to the epitope). (4) The epitope is FIAGLIAIV. The TCR CDR3 sequence is CALSSLVRGLNNSPLHF. Result: 1 (the TCR binds to the epitope). (5) The epitope is YIFFASFYY. The TCR CDR3 sequence is CASPKQGQEYEQYF. Result: 1 (the TCR binds to the epitope).